Dataset: Forward reaction prediction with 1.9M reactions from USPTO patents (1976-2016). Task: Predict the product of the given reaction. (1) Given the reactants [NH2:1][C:2]1[C:11]2[N:12]=[C:13]([CH2:26][CH2:27][CH3:28])[N:14]([CH2:15][CH2:16][CH2:17][C:18](=O)[CH2:19][CH2:20][CH2:21][CH2:22][CH2:23][CH3:24])[C:10]=2[C:9]2[CH:8]=[CH:7][CH:6]=[CH:5][C:4]=2[N:3]=1.Cl.[NH2:30][OH:31], predict the reaction product. The product is: [NH2:1][C:2]1[C:11]2[N:12]=[C:13]([CH2:26][CH2:27][CH3:28])[N:14]([CH2:15][CH2:16][CH2:17][C:18](=[N:30][OH:31])[CH2:19][CH2:20][CH2:21][CH2:22][CH2:23][CH3:24])[C:10]=2[C:9]2[CH:8]=[CH:7][CH:6]=[CH:5][C:4]=2[N:3]=1. (2) Given the reactants [OH:1][CH2:2][CH2:3][NH:4][CH2:5][C:6]([N:8]1[CH2:13][CH2:12][S:11][C:10]2[CH:14]=[C:15]([N+:18]([O-:20])=[O:19])[CH:16]=[CH:17][C:9]1=2)=[O:7].[CH3:21][C:22]([O:25][C:26](O[C:26]([O:25][C:22]([CH3:24])([CH3:23])[CH3:21])=[O:27])=[O:27])([CH3:24])[CH3:23].C(N(CC)CC)C.C(=O)(O)[O-].[Na+], predict the reaction product. The product is: [OH:1][CH2:2][CH2:3][N:4]([CH2:5][C:6]([N:8]1[CH2:13][CH2:12][S:11][C:10]2[CH:14]=[C:15]([N+:18]([O-:20])=[O:19])[CH:16]=[CH:17][C:9]1=2)=[O:7])[C:26](=[O:27])[O:25][C:22]([CH3:24])([CH3:23])[CH3:21]. (3) Given the reactants [H-].[Na+].[F:3][C:4]1[CH:13]=[CH:12][CH:11]=[C:10]2[C:5]=1[NH:6][CH2:7][C:8](=[O:14])[NH:9]2.Br[CH2:16][CH2:17][O:18][Si:19]([C:22]([CH3:25])([CH3:24])[CH3:23])([CH3:21])[CH3:20].[I-].[Na+], predict the reaction product. The product is: [Si:19]([O:18][CH2:17][CH2:16][N:9]1[C:10]2[C:5](=[C:4]([F:3])[CH:13]=[CH:12][CH:11]=2)[NH:6][CH2:7][C:8]1=[O:14])([C:22]([CH3:25])([CH3:24])[CH3:23])([CH3:21])[CH3:20]. (4) Given the reactants ClC(Cl)(Cl)[C:3]([C:5]1[N:14]2[C:8]([CH2:9][N:10]([C:19]([C:21]3[CH:26]=[CH:25][C:24]([C:27]4[CH:32]=[CH:31][CH:30]=[CH:29][C:28]=4[CH3:33])=[C:23]([O:34][CH3:35])[CH:22]=3)=[O:20])[C:11]3[CH:18]=[CH:17][CH:16]=[CH:15][C:12]=3[CH2:13]2)=[CH:7][CH:6]=1)=[O:4].[CH3:38][O:39][C:40]1[CH:47]=[CH:46][C:43]([CH2:44][NH2:45])=[CH:42][CH:41]=1.CS(C)=O, predict the reaction product. The product is: [CH3:38][O:39][C:40]1[CH:47]=[CH:46][C:43]([CH2:44][NH:45][C:3]([C:5]2[N:14]3[C:8]([CH2:9][N:10]([C:19]([C:21]4[CH:26]=[CH:25][C:24]([C:27]5[CH:32]=[CH:31][CH:30]=[CH:29][C:28]=5[CH3:33])=[C:23]([O:34][CH3:35])[CH:22]=4)=[O:20])[C:11]4[CH:18]=[CH:17][CH:16]=[CH:15][C:12]=4[CH2:13]3)=[CH:7][CH:6]=2)=[O:4])=[CH:42][CH:41]=1. (5) Given the reactants [CH3:1][C:2]1[CH:3]=[C:4]([CH:11]=[C:12]([CH3:14])[CH:13]=1)[O:5][CH2:6][C:7]([O:9][CH3:10])=[O:8].[Cl:15][S:16](O)(=[O:18])=[O:17], predict the reaction product. The product is: [Cl:15][S:16]([C:13]1[C:12]([CH3:14])=[CH:11][C:4]([O:5][CH2:6][C:7]([O:9][CH3:10])=[O:8])=[CH:3][C:2]=1[CH3:1])(=[O:18])=[O:17]. (6) Given the reactants C([Li])CCC.CCCCCC.Br[C:13]1[C:14]([O:21][CH3:22])=[N:15][C:16]([O:19][CH3:20])=[N:17][CH:18]=1.[Cl:23][C:24]1[CH:25]=[C:26]2[C:30](=[CH:31][CH:32]=1)[NH:29][C:28](=[O:33])[C:27]2=[O:34].[Cl-].[NH4+], predict the reaction product. The product is: [Cl:23][C:24]1[CH:25]=[C:26]2[C:30](=[CH:31][CH:32]=1)[NH:29][C:28](=[O:33])[C:27]2([C:13]1[C:14]([O:21][CH3:22])=[N:15][C:16]([O:19][CH3:20])=[N:17][CH:18]=1)[OH:34].